Dataset: Forward reaction prediction with 1.9M reactions from USPTO patents (1976-2016). Task: Predict the product of the given reaction. (1) Given the reactants [C:1]1([CH:7]2[CH2:11][NH:10][CH2:9][CH:8]2[CH2:12][OH:13])[CH:6]=[CH:5][CH:4]=[CH:3][CH:2]=1.CN(C(ON1N=NC2C=CC=CC1=2)=[N+](C)C)C.[B-](F)(F)(F)F.C(N(C(C)C)C(C)C)C.[N:45]1[CH:50]=[CH:49][CH:48]=[CH:47][C:46]=1[C:51]1[O:55][N:54]=[CH:53][C:52]=1[C:56](O)=[O:57], predict the reaction product. The product is: [C:1]1([C@@H:7]2[CH2:11][N:10]([C:56]([C:52]3[CH:53]=[N:54][O:55][C:51]=3[C:46]3[CH:47]=[CH:48][CH:49]=[CH:50][N:45]=3)=[O:57])[CH2:9][CH:8]2[CH2:12][OH:13])[CH:2]=[CH:3][CH:4]=[CH:5][CH:6]=1. (2) Given the reactants [C-:1]#[N:2].[Na+].Br[CH2:5][C:6]1[CH:29]=[CH:28][C:9]([C:10]([NH:12][N:13]([C:24]([CH3:27])([CH3:26])[CH3:25])[C:14](=[O:23])[C:15]2[CH:20]=[C:19]([CH3:21])[CH:18]=[C:17]([CH3:22])[CH:16]=2)=[O:11])=[CH:8][C:7]=1[B:30]1[O:34][C:33]([CH3:36])([CH3:35])[C:32]([CH3:38])([CH3:37])[O:31]1, predict the reaction product. The product is: [C:24]([N:13]([C:14](=[O:23])[C:15]1[CH:20]=[C:19]([CH3:21])[CH:18]=[C:17]([CH3:22])[CH:16]=1)[NH:12][C:10](=[O:11])[C:9]1[CH:28]=[CH:29][C:6]([CH2:5][C:1]#[N:2])=[C:7]([B:30]2[O:34][C:33]([CH3:36])([CH3:35])[C:32]([CH3:38])([CH3:37])[O:31]2)[CH:8]=1)([CH3:25])([CH3:27])[CH3:26]. (3) Given the reactants [F:1][C:2]1[CH:7]=[CH:6][C:5]([C:8]2[C:16]3[S:15][CH:14]=[N:13][C:12]=3[CH:11]=[CH:10][CH:9]=2)=[CH:4][CH:3]=1.C(Br)(Br)(Br)[Br:18], predict the reaction product. The product is: [Br:18][C:14]1[S:15][C:16]2[C:8]([C:5]3[CH:4]=[CH:3][C:2]([F:1])=[CH:7][CH:6]=3)=[CH:9][CH:10]=[CH:11][C:12]=2[N:13]=1. (4) The product is: [CH3:21][C:16]1([C:12]2[CH:11]=[C:10]([CH2:9][OH:8])[CH:15]=[CH:14][N:13]=2)[O:17][CH2:18][CH2:19][O:20]1. Given the reactants N#N.C([SiH2][O:8][C:9](C)(C)[C:10]1[CH:15]=[CH:14][N:13]=[C:12]([C:16]2([CH3:21])[O:20][CH2:19][CH2:18][O:17]2)[CH:11]=1)(C)(C)C.CCCC[N+](CCCC)(CCCC)CCCC.[F-], predict the reaction product. (5) The product is: [Br:36][C:29]1[CH:30]=[C:31]2[C:22]3=[C:23]4[C:34](=[CH:35][C:2]([Br:1])=[CH:3][C:24]4=[CH:25][CH:26]=[C:27]3[CH:28]=1)[CH:33]=[CH:32]2. Given the reactants [Br:1][C:2]1C2C3=C4C(=CC=2)C=CC(Br)=C4C=CC3=C[CH:3]=1.BrC1[C:33]2[C:34]3=[C:35]4[C:30](=[CH:31][CH:32]=2)[C:29]([Br:36])=[CH:28][CH:27]=[C:26]4[CH:25]=[CH:24][C:23]3=[CH:22]C=1.BrC1C2C3=C4C(=CC=2)C=CC(Br)=C4C=CC3=C(Br)C=1, predict the reaction product. (6) Given the reactants CO[C:3](=[O:18])[C:4]1[CH:9]=[CH:8][CH:7]=[C:6]([C:10]2[CH:15]=[C:14]([NH:16][CH3:17])[N:13]=[CH:12][N:11]=2)[CH:5]=1.ClC1N=CN=C(C2C=[C:28](C=CC=2)[C:29]([OH:31])=[O:30])C=1, predict the reaction product. The product is: [C:4]([O:31][C:29](=[O:30])[CH2:28][C:3]([C:4]1[CH:9]=[CH:8][CH:7]=[C:6]([C:10]2[CH:15]=[C:14]([NH:16][CH3:17])[N:13]=[CH:12][N:11]=2)[CH:5]=1)=[O:18])([CH3:9])([CH3:5])[CH3:3].